This data is from Forward reaction prediction with 1.9M reactions from USPTO patents (1976-2016). The task is: Predict the product of the given reaction. (1) Given the reactants [CH3:1][O:2][C:3]1[CH:8]=[CH:7][CH:6]=[CH:5][C:4]=1[C:9]1[O:10][C:11]([C:18]([OH:20])=O)=[C:12]([C:14]([F:17])([F:16])[F:15])[N:13]=1.[CH3:21][O:22][CH2:23][CH2:24][N:25]([CH3:33])[C:26]1[N:31]=[CH:30][C:29]([NH2:32])=[CH:28][N:27]=1, predict the reaction product. The product is: [CH3:21][O:22][CH2:23][CH2:24][N:25]([CH3:33])[C:26]1[N:27]=[CH:28][C:29]([NH:32][C:18]([C:11]2[O:10][C:9]([C:4]3[CH:5]=[CH:6][CH:7]=[CH:8][C:3]=3[O:2][CH3:1])=[N:13][C:12]=2[C:14]([F:15])([F:16])[F:17])=[O:20])=[CH:30][N:31]=1. (2) The product is: [Br:14][C:8]1[CH:9]=[C:5]([C:3](=[O:4])[C:2]([Cl:1])([Cl:10])[Cl:11])[NH:6][CH:7]=1. Given the reactants [Cl:1][C:2]([Cl:11])([Cl:10])[C:3]([C:5]1[NH:6][CH:7]=[CH:8][CH:9]=1)=[O:4].II.[Br:14]Br, predict the reaction product. (3) Given the reactants [CH3:1][C@@:2]12[C@H:12]3[CH2:13][CH2:14][C@:15]4([CH3:22])[C@:19]([OH:21])([CH3:20])[CH2:18][CH2:17][C@H:16]4[C@@H:11]3[CH2:10][CH2:9][C@H:8]1[CH2:7][C:5](=[O:6])[CH2:4][CH2:3]2.I(C1C=CC=CC=1C(O)=O)(=O)=O, predict the reaction product. The product is: [CH3:20][C@:19]1([OH:21])[CH2:18][CH2:17][C@H:16]2[C@H:11]3[C@H:12]([CH2:13][CH2:14][C@:15]12[CH3:22])[C@:2]1([CH3:1])[C@H:8]([CH2:7][C:5](=[O:6])[CH:4]=[CH:3]1)[CH2:9][CH2:10]3. (4) Given the reactants [CH2:1]([C:3]1[CH:8]=[CH:7][C:6]([C:9]2[S:13][C:12]([C@:14]3([CH2:23][C:24]([O:26][C:27]([CH3:30])([CH3:29])[CH3:28])=[O:25])[S:20](=[O:22])(=[O:21])[CH2:19][CH2:18][NH:17][CH2:16][CH2:15]3)=[CH:11][CH:10]=2)=[CH:5][CH:4]=1)[CH3:2].N1C=CC=CC=1.[CH2:37]([S:40](Cl)(=[O:42])=[O:41])[CH2:38][CH3:39], predict the reaction product. The product is: [CH2:1]([C:3]1[CH:4]=[CH:5][C:6]([C:9]2[S:13][C:12]([C@:14]3([CH2:23][C:24]([O:26][C:27]([CH3:29])([CH3:28])[CH3:30])=[O:25])[S:20](=[O:22])(=[O:21])[CH2:19][CH2:18][N:17]([S:40]([CH2:37][CH2:38][CH3:39])(=[O:42])=[O:41])[CH2:16][CH2:15]3)=[CH:11][CH:10]=2)=[CH:7][CH:8]=1)[CH3:2]. (5) Given the reactants [Br:1][C:2]1[CH:11]=[C:10]2[C:5]([CH:6]=[CH:7][C:8](Cl)=[N:9]2)=[CH:4][CH:3]=1.[I-:13].[Na+].C(Cl)(=O)C.C(=O)([O-])[O-].[K+].[K+].S([O-])([O-])=O.[Na+].[Na+].S([O-])([O-])(=O)=S.[Na+].[Na+], predict the reaction product. The product is: [Br:1][C:2]1[CH:11]=[C:10]2[C:5]([CH:6]=[CH:7][C:8]([I:13])=[N:9]2)=[CH:4][CH:3]=1. (6) Given the reactants [CH2:1]([C@H:3]1[C@@H:7]([C:8]2[N:12]3[C:13]4[CH:19]=[CH:18][N:17]([S:20]([C:23]5[CH:29]=[CH:28][C:26]([CH3:27])=[CH:25][CH:24]=5)(=[O:22])=[O:21])[C:14]=4[N:15]=[CH:16][C:11]3=[N:10][N:9]=2)[CH2:6][C@@H:5]([NH2:30])[CH2:4]1)[CH3:2].Cl[C:32]([O:34][CH:35]([CH3:37])[CH3:36])=[O:33], predict the reaction product. The product is: [CH2:1]([C@H:3]1[C@@H:7]([C:8]2[N:12]3[C:13]4[CH:19]=[CH:18][N:17]([S:20]([C:23]5[CH:24]=[CH:25][C:26]([CH3:27])=[CH:28][CH:29]=5)(=[O:22])=[O:21])[C:14]=4[N:15]=[CH:16][C:11]3=[N:10][N:9]=2)[CH2:6][C@@H:5]([NH:30][C:32](=[O:33])[O:34][CH:35]([CH3:37])[CH3:36])[CH2:4]1)[CH3:2]. (7) Given the reactants [CH2:1]([S:8][C:9]1[N:14]=[C:13]([C:15]2[S:16][C:17]3[CH:25]=[CH:24][CH:23]=[CH:22][C:18]=3[C:19](=[O:21])[N:20]=2)[CH:12]=[CH:11][CH:10]=1)[C:2]1[CH:7]=[CH:6][CH:5]=[CH:4][CH:3]=1.ClC1C=CC=C(C(OO)=[O:34])C=1, predict the reaction product. The product is: [CH2:1]([S:8]([C:9]1[N:14]=[C:13]([C:15]2[S:16][C:17]3[CH:25]=[CH:24][CH:23]=[CH:22][C:18]=3[C:19](=[O:21])[N:20]=2)[CH:12]=[CH:11][CH:10]=1)=[O:34])[C:2]1[CH:3]=[CH:4][CH:5]=[CH:6][CH:7]=1. (8) Given the reactants C([O:8][C:9]1=[CH:10][N:11]([C:26]([CH3:29])([CH3:28])[CH3:27])[S:12]/[C:13]/1=[N:14]\[C:15](=[O:25])[C:16]1[CH:21]=[C:20]([Cl:22])[CH:19]=[CH:18][C:17]=1[O:23][CH3:24])C1C=CC=CC=1.OS(C(F)(F)F)(=O)=O.C(=O)(O)[O-].[Na+], predict the reaction product. The product is: [C:26]([N:11]1[CH:10]=[C:9]([OH:8])/[C:13](=[N:14]/[C:15](=[O:25])[C:16]2[CH:21]=[C:20]([Cl:22])[CH:19]=[CH:18][C:17]=2[O:23][CH3:24])/[S:12]1)([CH3:29])([CH3:28])[CH3:27]. (9) Given the reactants [Cl:1][C:2]1[C:11]2[C:6](=[CH:7][C:8]([CH3:12])=[CH:9][CH:10]=2)[N:5]=[N:4][CH:3]=1.[Br:13]N1C(=O)CCC1=O.C(OOC(=O)C1C=CC=CC=1)(=O)C1C=CC=CC=1, predict the reaction product. The product is: [Br:13][CH2:12][C:8]1[CH:7]=[C:6]2[C:11]([C:2]([Cl:1])=[CH:3][N:4]=[N:5]2)=[CH:10][CH:9]=1. (10) Given the reactants C([O-])([O-])=O.[K+].[K+].C([O:15][C@H:16]1[C@@H:20]([CH2:21][CH3:22])[CH2:19][N:18]([C:23]([O:25][CH2:26][C:27]2[CH:32]=[CH:31][CH:30]=[CH:29][CH:28]=2)=[O:24])[CH2:17]1)(=O)C1C=CC=CC=1, predict the reaction product. The product is: [CH2:21]([C@H:20]1[CH2:19][N:18]([C:23]([O:25][CH2:26][C:27]2[CH:28]=[CH:29][CH:30]=[CH:31][CH:32]=2)=[O:24])[CH2:17][C@H:16]1[OH:15])[CH3:22].